This data is from Catalyst prediction with 721,799 reactions and 888 catalyst types from USPTO. The task is: Predict which catalyst facilitates the given reaction. Reactant: P(Cl)(Cl)(Cl)=O.C([C:8]1[CH:9]=[CH:10][C:11]2[N:12]([CH2:22][CH2:23][CH2:24][CH2:25][CH2:26][CH2:27][N:28]3[C:41]4[CH:40]=[CH:39][C:38](C=O)=[CH:37][C:36]=4[S:35][C:34]4[C:29]3=[CH:30][CH:31]=[CH:32][CH:33]=4)[C:13]3[C:18]([S:19][C:20]=2[CH:21]=1)=[CH:17][CH:16]=[CH:15][CH:14]=3)=O. Product: [CH:10]1[C:11]2[N:12]([CH2:22][CH2:23][CH2:24][CH2:25][CH2:26][CH2:27][N:28]3[C:29]4[CH:30]=[CH:31][CH:32]=[CH:33][C:34]=4[S:35][C:36]4[C:41]3=[CH:40][CH:39]=[CH:38][CH:37]=4)[C:13]3[C:18](=[CH:17][CH:16]=[CH:15][CH:14]=3)[S:19][C:20]=2[CH:21]=[CH:8][CH:9]=1. The catalyst class is: 3.